From a dataset of Full USPTO retrosynthesis dataset with 1.9M reactions from patents (1976-2016). Predict the reactants needed to synthesize the given product. (1) Given the product [Cl:18][C:19]1[CH:25]=[CH:24][C:23]([O:26][CH3:27])=[CH:22][C:20]=1[NH:21][C:2]1[CH:7]=[C:6]([CH2:8][O:9][CH3:10])[N:5]=[C:4]([C:11]2[CH:16]=[CH:15][CH:14]=[C:13]([CH3:17])[CH:12]=2)[N:3]=1, predict the reactants needed to synthesize it. The reactants are: Cl[C:2]1[CH:7]=[C:6]([CH2:8][O:9][CH3:10])[N:5]=[C:4]([C:11]2[CH:16]=[CH:15][CH:14]=[C:13]([CH3:17])[CH:12]=2)[N:3]=1.[Cl:18][C:19]1[CH:25]=[CH:24][C:23]([O:26][CH3:27])=[CH:22][C:20]=1[NH2:21]. (2) Given the product [CH3:1][O:2][C:3]1[CH:22]=[C:21]([O:23][CH3:24])[CH:20]=[CH:19][C:4]=1[CH2:5][N:6]1[C:11](=[O:12])[C:10]2[CH:13]=[C:14]([CH2:16][CH3:17])[S:15][C:9]=2[N:8]([CH2:26][C:27]2[CH:32]=[CH:31][C:30]([C:33]3[C:34]([C:39]#[N:40])=[CH:35][CH:36]=[CH:37][CH:38]=3)=[CH:29][C:28]=2[F:41])[C:7]1=[O:18], predict the reactants needed to synthesize it. The reactants are: [CH3:1][O:2][C:3]1[CH:22]=[C:21]([O:23][CH3:24])[CH:20]=[CH:19][C:4]=1[CH2:5][N:6]1[C:11](=[O:12])[C:10]2[CH:13]=[C:14]([CH2:16][CH3:17])[S:15][C:9]=2[NH:8][C:7]1=[O:18].Br[CH2:26][C:27]1[CH:32]=[CH:31][C:30]([C:33]2[C:34]([C:39]#[N:40])=[CH:35][CH:36]=[CH:37][CH:38]=2)=[CH:29][C:28]=1[F:41].C(=O)([O-])[O-].[K+].[K+]. (3) Given the product [NH2:17][C:14]1[CH:13]=[C:12]([CH2:11][C:10]([NH:9][C:3]2[CH:4]=[CH:5][CH:6]=[C:7]([F:8])[C:2]=2[F:1])=[O:24])[NH:16][N:15]=1, predict the reactants needed to synthesize it. The reactants are: [F:1][C:2]1[C:7]([F:8])=[CH:6][CH:5]=[CH:4][C:3]=1[NH:9][C:10](=[O:24])[CH2:11][C:12]1[NH:16][N:15]=[C:14]([NH:17]C(=O)C(F)(F)F)[CH:13]=1.C(=O)([O-])O.[Na+]. (4) Given the product [C:7]([C:6]1[C:5]([F:10])=[CH:4][C:3]([F:11])=[C:2]([NH:1][C:13]2[N:18]=[C:17]([N:19]([CH:29]3[CH2:31][CH2:30]3)[CH2:20][C:21]3[CH:26]=[CH:25][C:24]([O:27][CH3:28])=[CH:23][CH:22]=3)[C:16]3=[N:32][CH:33]=[C:34]([C:35]#[N:36])[N:15]3[N:14]=2)[CH:9]=1)#[N:8], predict the reactants needed to synthesize it. The reactants are: [NH2:1][C:2]1[C:3]([F:11])=[CH:4][C:5]([F:10])=[C:6]([CH:9]=1)[C:7]#[N:8].Cl[C:13]1[N:18]=[C:17]([N:19]([CH:29]2[CH2:31][CH2:30]2)[CH2:20][C:21]2[CH:26]=[CH:25][C:24]([O:27][CH3:28])=[CH:23][CH:22]=2)[C:16]2=[N:32][CH:33]=[C:34]([C:35]#[N:36])[N:15]2[N:14]=1.C([O-])([O-])=O.[Cs+].[Cs+].C1(P(C2C=CC=CC=2)C2C3OC4C(=CC=CC=4P(C4C=CC=CC=4)C4C=CC=CC=4)C(C)(C)C=3C=CC=2)C=CC=CC=1. (5) Given the product [Br:30][C:31]1[CH:36]=[CH:35][C:34]([C@@H:37]([NH:39][C:9](=[O:11])[CH2:8][N:7]2[C:2](=[O:1])[C:3]3[CH:15]=[CH:14][CH:13]=[CH:12][C:4]=3[N:5]=[N:6]2)[CH3:38])=[CH:33][CH:32]=1, predict the reactants needed to synthesize it. The reactants are: [O:1]=[C:2]1[N:7]([CH2:8][C:9]([OH:11])=O)[N:6]=[N:5][C:4]2[CH:12]=[CH:13][CH:14]=[CH:15][C:3]1=2.C1C=CC2N(O)N=NC=2C=1.C(Cl)CCl.[Br:30][C:31]1[CH:36]=[CH:35][C:34]([C@@H:37]([NH2:39])[CH3:38])=[CH:33][CH:32]=1.CCN(C(C)C)C(C)C.